Dataset: Forward reaction prediction with 1.9M reactions from USPTO patents (1976-2016). Task: Predict the product of the given reaction. Given the reactants [C:1]1([S:11]([C:14]2[C:22]3[C:17](=[CH:18][CH:19]=[C:20]([N:23]4[CH2:27][CH2:26][C@@H:25]([NH:28][C:29](=[O:35])[O:30][C:31]([CH3:34])([CH3:33])[CH3:32])[CH2:24]4)[CH:21]=3)[NH:16][N:15]=2)(=[O:13])=[O:12])[C:10]2[C:5](=[CH:6][CH:7]=[CH:8][CH:9]=2)[CH:4]=[CH:3][CH:2]=1.[C:36](=O)([O-])[O-].[Cs+].[Cs+].CI, predict the reaction product. The product is: [CH3:36][N:16]1[C:17]2[C:22](=[CH:21][C:20]([N:23]3[CH2:27][CH2:26][C@@H:25]([NH:28][C:29](=[O:35])[O:30][C:31]([CH3:32])([CH3:34])[CH3:33])[CH2:24]3)=[CH:19][CH:18]=2)[C:14]([S:11]([C:1]2[C:10]3[C:5](=[CH:6][CH:7]=[CH:8][CH:9]=3)[CH:4]=[CH:3][CH:2]=2)(=[O:13])=[O:12])=[N:15]1.[CH3:36][N:15]1[C:14]([S:11]([C:1]2[C:10]3[C:5](=[CH:6][CH:7]=[CH:8][CH:9]=3)[CH:4]=[CH:3][CH:2]=2)(=[O:13])=[O:12])=[C:22]2[C:17]([CH:18]=[CH:19][C:20]([N:23]3[CH2:27][CH2:26][C@@H:25]([NH:28][C:29](=[O:35])[O:30][C:31]([CH3:32])([CH3:34])[CH3:33])[CH2:24]3)=[CH:21]2)=[N:16]1.